This data is from Reaction yield outcomes from USPTO patents with 853,638 reactions. The task is: Predict the reaction yield, written as a fraction of the theoretical maximum amount of product (1.0 means a 100% yield; for example, 0.34 means a 34% yield). The reactants are P([O-])(O)(O)=O.[Na+].P([O-])([O-])(O)=O.[Na+].[Na+].[CH2:14]([O:21][C:22]1[C:35]2[C:34](=[O:36])[C:33]3[C:28](=[CH:29][CH:30]=[CH:31][C:32]=3[O:37][CH2:38][C:39]3[CH:44]=[CH:43][CH:42]=[CH:41][CH:40]=3)[C:27](=[O:45])[C:26]=2[CH:25]=[C:24]([CH2:46][OH:47])[CH:23]=1)[C:15]1[CH:20]=[CH:19][CH:18]=[CH:17][CH:16]=1.Cl([O-])=[O:49].[Na+].Cl[O-].[Na+].P(=O)(O)(O)O. The catalyst is C(#N)C.O. The product is [CH2:14]([O:21][C:22]1[C:35]2[C:34](=[O:36])[C:33]3[C:28](=[CH:29][CH:30]=[CH:31][C:32]=3[O:37][CH2:38][C:39]3[CH:44]=[CH:43][CH:42]=[CH:41][CH:40]=3)[C:27](=[O:45])[C:26]=2[CH:25]=[C:24]([C:46]([OH:49])=[O:47])[CH:23]=1)[C:15]1[CH:16]=[CH:17][CH:18]=[CH:19][CH:20]=1. The yield is 0.980.